From a dataset of Reaction yield outcomes from USPTO patents with 853,638 reactions. Predict the reaction yield, written as a fraction of the theoretical maximum amount of product (1.0 means a 100% yield; for example, 0.34 means a 34% yield). (1) The reactants are [Br:1][C:2]1[CH:7]=[CH:6][C:5]([C@@H:8](O)[CH2:9][N:10]2[CH2:15][CH2:14][O:13][CH2:12][CH2:11]2)=[CH:4][CH:3]=1.C(N(CC)CC)C.CS([Cl:28])(=O)=O. The catalyst is C(Cl)Cl. The product is [Br:1][C:2]1[CH:7]=[CH:6][C:5]([C@@H:8]([Cl:28])[CH2:9][N:10]2[CH2:15][CH2:14][O:13][CH2:12][CH2:11]2)=[CH:4][CH:3]=1. The yield is 0.670. (2) The reactants are Cl[C:2]1[CH:10]=[CH:9][C:5]([C:6]([NH2:8])=[O:7])=[CH:4][N:3]=1.[CH3:11][C:12]1[CH:13]=[CH:14][CH:15]=[C:16]2[C:21]=1[N+:20]([O-])=[CH:19][CH:18]=[CH:17]2.Br.C(O)(=[O:26])C.[OH-].[Na+]. The catalyst is C1(C)C(C)=CC=CC=1.C(O)(=O)C. The product is [CH3:11][C:12]1[CH:13]=[CH:14][CH:15]=[C:16]2[C:21]=1[N:20]=[C:19]([N:3]1[C:2](=[O:26])[CH:10]=[CH:9][C:5]([C:6]([NH2:8])=[O:7])=[CH:4]1)[CH:18]=[CH:17]2. The yield is 0.860.